Dataset: Forward reaction prediction with 1.9M reactions from USPTO patents (1976-2016). Task: Predict the product of the given reaction. (1) Given the reactants [CH3:1][S:2]([O-:4])=[O:3].[Na+].[NH2:6][C:7]1[N:12]=[CH:11][N:10]=[C:9]([NH:13][C@H:14]([C:16]2[N:20]([CH:21]3[CH2:23][CH2:22]3)[C:19]3[C:24]([C:28]([NH:30][CH3:31])=[O:29])=[CH:25][CH:26]=[CH:27][C:18]=3[N:17]=2)[CH3:15])[C:8]=1I.CNCCNC.CS(C)=O, predict the reaction product. The product is: [NH2:6][C:7]1[N:12]=[CH:11][N:10]=[C:9]([NH:13][C@H:14]([C:16]2[N:20]([CH:21]3[CH2:23][CH2:22]3)[C:19]3[C:24]([C:28]([NH:30][CH3:31])=[O:29])=[CH:25][CH:26]=[CH:27][C:18]=3[N:17]=2)[CH3:15])[C:8]=1[S:2]([CH3:1])(=[O:4])=[O:3]. (2) Given the reactants [F:1][C:2]1[CH:8]=[CH:7][C:6]([C:9]2[CH:13]=[CH:12][O:11][CH:10]=2)=[CH:5][C:3]=1[NH2:4].[Cl:14][C:15]1[CH:20]=[CH:19][C:18]([NH:21][C:22](=[O:29])[CH2:23][O:24][CH2:25][C:26](O)=[O:27])=[C:17]([C:30]([O:32]C)=[O:31])[CH:16]=1, predict the reaction product. The product is: [Cl:14][C:15]1[CH:20]=[CH:19][C:18]([NH:21][C:22](=[O:29])[CH2:23][O:24][CH2:25][C:26]([NH:4][C:3]2[CH:5]=[C:6]([C:9]3[CH:13]=[CH:12][O:11][CH:10]=3)[CH:7]=[CH:8][C:2]=2[F:1])=[O:27])=[C:17]([CH:16]=1)[C:30]([OH:32])=[O:31].